The task is: Predict the product of the given reaction.. This data is from Forward reaction prediction with 1.9M reactions from USPTO patents (1976-2016). (1) The product is: [CH2:3]([O:21][C:11]1[CH:12]=[CH:17][C:18]([Cl:20])=[CH:19][C:10]=1[O:25][CH3:24])[CH:4]=[CH2:5]. Given the reactants [H-].[Na+].[CH2:3](Br)[CH:4]=[CH2:5].C([C:10]1[CH:19]=[C:18]([Cl:20])[C:17]2[C:12](=CC=CC=2)[C:11]=1[OH:21])C=C.CN(C)[CH:24]=[O:25], predict the reaction product. (2) Given the reactants Cl.C([O:6][C:7](=[O:34])[CH2:8][N:9]([S:16]([C:19]1[CH:28]=[C:27]2[C:22]([C:23]([Cl:33])=[CH:24][N:25]=[C:26]2[NH:29][C:30]([NH2:32])=[NH:31])=[CH:21][CH:20]=1)(=[O:18])=[O:17])[CH2:10][CH:11]1[CH2:15][CH2:14][CH2:13][CH2:12]1)(C)(C)C, predict the reaction product. The product is: [ClH:33].[Cl:33][C:23]1[C:22]2[C:27](=[CH:28][C:19]([S:16]([N:9]([CH2:10][CH:11]3[CH2:15][CH2:14][CH2:13][CH2:12]3)[CH2:8][C:7]([OH:34])=[O:6])(=[O:17])=[O:18])=[CH:20][CH:21]=2)[C:26]([NH:29][C:30]([NH2:32])=[NH:31])=[N:25][CH:24]=1. (3) Given the reactants [OH:1][C@H:2]1[CH2:6][N:5]([C:7](=[O:27])[C@@H:8]([NH:19][C:20](=[O:26])[O:21][C:22]([CH3:25])([CH3:24])[CH3:23])[C@H:9]([CH2:16][O:17][CH3:18])[CH2:10][CH2:11][CH2:12][CH2:13]C=C)[C@H:4]([C:28](=[O:45])[NH:29][C@:30]2([C:35](=[O:44])[NH:36][S:37]([C:40]3([CH3:43])[CH2:42][CH2:41]3)(=[O:39])=[O:38])[CH2:32][C@H:31]2[CH:33]=[CH2:34])[CH2:3]1, predict the reaction product. The product is: [OH:1][C@H:2]1[CH2:6][N:5]2[C:7](=[O:27])[C@@H:8]([NH:19][C:20](=[O:26])[O:21][C:22]([CH3:23])([CH3:24])[CH3:25])[C@H:9]([CH2:16][O:17][CH3:18])[CH2:10][CH2:11][CH2:12][CH2:13][CH:34]=[CH:33][C@@H:31]3[CH2:32][C@@:30]3([C:35](=[O:44])[NH:36][S:37]([C:40]3([CH3:43])[CH2:42][CH2:41]3)(=[O:38])=[O:39])[NH:29][C:28](=[O:45])[C@@H:4]2[CH2:3]1. (4) Given the reactants [F:1][C:2]1[CH:46]=[CH:45][C:5]([CH2:6][CH2:7][N:8]2[CH:12]=[C:11]([C:13]3[C:21]4[C:16](=[N:17][CH:18]=[C:19]([C:22]5[CH:23]=[CH:24][C:25]([O:33][CH3:34])=[C:26]([NH:28][S:29]([CH3:32])(=[O:31])=[O:30])[CH:27]=5)[CH:20]=4)[N:15](S(C4C=CC(C)=CC=4)(=O)=O)[CH:14]=3)[CH:10]=[N:9]2)=[CH:4][CH:3]=1.[OH-].[Li+], predict the reaction product. The product is: [F:1][C:2]1[CH:46]=[CH:45][C:5]([CH2:6][CH2:7][N:8]2[CH:12]=[C:11]([C:13]3[C:21]4[C:16](=[N:17][CH:18]=[C:19]([C:22]5[CH:23]=[CH:24][C:25]([O:33][CH3:34])=[C:26]([NH:28][S:29]([CH3:32])(=[O:30])=[O:31])[CH:27]=5)[CH:20]=4)[NH:15][CH:14]=3)[CH:10]=[N:9]2)=[CH:4][CH:3]=1.